This data is from NCI-60 drug combinations with 297,098 pairs across 59 cell lines. The task is: Regression. Given two drug SMILES strings and cell line genomic features, predict the synergy score measuring deviation from expected non-interaction effect. (1) Drug 1: CN(C)C1=NC(=NC(=N1)N(C)C)N(C)C. Drug 2: CS(=O)(=O)OCCCCOS(=O)(=O)C. Cell line: HOP-92. Synergy scores: CSS=6.65, Synergy_ZIP=-0.845, Synergy_Bliss=1.10, Synergy_Loewe=-0.436, Synergy_HSA=-0.585. (2) Drug 1: C1=C(C(=O)NC(=O)N1)N(CCCl)CCCl. Cell line: SW-620. Synergy scores: CSS=51.1, Synergy_ZIP=-5.33, Synergy_Bliss=-2.24, Synergy_Loewe=-11.4, Synergy_HSA=-0.0433. Drug 2: CCC1(CC2CC(C3=C(CCN(C2)C1)C4=CC=CC=C4N3)(C5=C(C=C6C(=C5)C78CCN9C7C(C=CC9)(C(C(C8N6C)(C(=O)OC)O)OC(=O)C)CC)OC)C(=O)OC)O.OS(=O)(=O)O. (3) Drug 1: CC(C1=C(C=CC(=C1Cl)F)Cl)OC2=C(N=CC(=C2)C3=CN(N=C3)C4CCNCC4)N. Drug 2: C1CCC(CC1)NC(=O)N(CCCl)N=O. Cell line: DU-145. Synergy scores: CSS=5.63, Synergy_ZIP=-2.02, Synergy_Bliss=1.37, Synergy_Loewe=-1.67, Synergy_HSA=-0.779.